From a dataset of Drug-target binding data from BindingDB using Ki measurements. Regression. Given a target protein amino acid sequence and a drug SMILES string, predict the binding affinity score between them. We predict pKi (pKi = -log10(Ki in M); higher means stronger inhibition). Dataset: bindingdb_ki. (1) The small molecule is COc1ccc2ccc(S(=O)(=O)N[C@H]3CCN(Cc4ccc(C(=N)N)o4)C3=O)cc2c1. The target protein (Q29463) has sequence MHPLLILAFVGAAVAFPSDDDDKIVGGYTCAENSVPYQVSLNAGYHFCGGSLINDQWVVSAAHCYQYHIQVRLGEYNIDVLEGGEQFIDASKIIRHPKYSSWTLDNDILLIKLSTPAVINARVSTLLLPSACASAGTECLISGWGNTLSSGVNYPDLLQCLVAPLLSHADCEASYPGQITNNMICAGFLEGGKDSCQGDSGGPVACNGQLQGIVSWGYGCAQKGKPGVYTKVCNYVDWIQETIAANS. The pKi is 5.5. (2) The small molecule is CN1CCN(CC2C[C@@H]3c4ccccc4Cc4ccccc4[C@H]3O2)CC1. The target protein (P28335) has sequence MVNLRNAVHSFLVHLIGLLVWQCDISVSPVAAIVTDIFNTSDGGRFKFPDGVQNWPALSIVIIIIMTIGGNILVIMAVSMEKKLHNATNYFLMSLAIADMLVGLLVMPLSLLAILYDYVWPLPRYLCPVWISLDVLFSTASIMHLCAISLDRYVAIRNPIEHSRFNSRTKAIMKIAIVWAISIGVSVPIPVIGLRDEEKVFVNNTTCVLNDPNFVLIGSFVAFFIPLTIMVITYCLTIYVLRRQALMLLHGHTEEPPGLSLDFLKCCKRNTAEEENSANPNQDQNARRRKKKERRPRGTMQAINNERKASKVLGIVFFVFLIMWCPFFITNILSVLCEKSCNQKLMEKLLNVFVWIGYVCSGINPLVYTLFNKIYRRAFSNYLRCNYKVEKKPPVRQIPRVAATALSGRELNVNIYRHTNEPVIEKASDNEPGIEMQVENLELPVNPSSVVSERISSV. The pKi is 6.2. (3) The drug is CC(C)c1nc(-c2nnc3n2CCN(C(=O)c2ccc(-c4cccs4)cc2)[C@@H]3C)co1. The target protein sequence is MATLPAAETWIDGGGGVGADAVNLTASLAAGAATGTVETGWLQLLDQAGNLSSSPSALGLPVASPAPSQPRANLTNQFVQPSWRIALWSLAYGVVVAVAVFGNLIVIWIILAHKRMRTVTNYFLVNLAFSDASMAAFNTLVNFIYALHSEWYFGANYCRFQNFFPITAVFASIYSMTAIAVDRYMAIIDPLKPRLSATATKIVIGSIWILAFLLAFPQCLYSKTKVMPGRTLCFVQWPEGPKQHFTYHIIVIILVYCFPLLIMGITYTIVGITLWGGEIPGDTCDKYHEQLKAKRKVVKMMIIVVMTFAICWLPYHIYFILTAIYQQLNRWKYIQQVYLASFWLAMSSTMYNPIIYCCLNKRFRAGFKRAFRWCPFIKVSSYDELELKTTRFHPTRQSSMYTVTRMESMTVMFDPSDADTARSSRKKRATPRDPSFNGCSRRNSKSASTTSSFISSPYTSVDE. The pKi is 8.2.